Predict which catalyst facilitates the given reaction. From a dataset of Catalyst prediction with 721,799 reactions and 888 catalyst types from USPTO. (1) Reactant: [CH2:1]([O:3][C:4]([NH:6][C:7]1[CH:8]=[C:9]([CH2:13][CH2:14][CH2:15][CH2:16][C:17]([OH:19])=O)[CH:10]=[CH:11][CH:12]=1)=[O:5])[CH3:2].O. Product: [CH2:1]([O:3][C:4](=[O:5])[NH:6][C:7]1[CH:12]=[CH:11][C:10]2[C:17](=[O:19])[CH2:16][CH2:15][CH2:14][CH2:13][C:9]=2[CH:8]=1)[CH3:2]. The catalyst class is: 133. (2) Reactant: [CH3:1][O:2][C:3]1[CH:4]=[C:5]([CH:11]2[CH:16]=[N:15][NH:14][C:13](=[O:17])[CH2:12]2)[CH:6]=[CH:7][C:8]=1[O:9][CH3:10].CS(C)=O.BrN1C(=O)CCC1=O. Product: [CH3:1][O:2][C:3]1[CH:4]=[C:5]([C:11]2[CH:16]=[N:15][NH:14][C:13](=[O:17])[CH:12]=2)[CH:6]=[CH:7][C:8]=1[O:9][CH3:10]. The catalyst class is: 6. (3) Reactant: C(N(CC)CC)C.[CH3:8][O:9][CH:10]([O:19][CH3:20])[CH2:11][NH:12][CH:13]1[CH2:18][CH2:17][CH2:16][CH2:15][CH2:14]1.[C:21](Cl)(=[O:24])[CH:22]=[CH2:23]. Product: [CH:13]1([N:12]([CH2:11][CH:10]([O:19][CH3:20])[O:9][CH3:8])[C:21](=[O:24])[CH:22]=[CH2:23])[CH2:18][CH2:17][CH2:16][CH2:15][CH2:14]1. The catalyst class is: 4. (4) Reactant: [F:1][C:2]([F:41])([F:40])[C:3]1[CH:4]=[C:5]([C@H:13]([O:15][C@H:16]2[CH2:24][N:23]3[C@@H:18]([CH2:19][CH:20]([N:26]4[CH2:31][CH2:30][C:29](=[O:32])[CH2:28][CH2:27]4)[CH2:21][C:22]3=[O:25])[C@@H:17]2[C:33]2[CH:38]=[CH:37][C:36]([F:39])=[CH:35][CH:34]=2)[CH3:14])[CH:6]=[C:7]([C:9]([F:12])([F:11])[F:10])[CH:8]=1.[CH3:42][Mg+].[Br-]. Product: [F:41][C:2]([F:1])([F:40])[C:3]1[CH:4]=[C:5]([C@H:13]([O:15][C@H:16]2[CH2:24][N:23]3[C@@H:18]([CH2:19][CH:20]([N:26]4[CH2:27][CH2:28][C:29]([OH:32])([CH3:42])[CH2:30][CH2:31]4)[CH2:21][C:22]3=[O:25])[C@@H:17]2[C:33]2[CH:38]=[CH:37][C:36]([F:39])=[CH:35][CH:34]=2)[CH3:14])[CH:6]=[C:7]([C:9]([F:11])([F:12])[F:10])[CH:8]=1. The catalyst class is: 76. (5) Reactant: [CH3:1][O:2][C:3]([CH:5]1[CH2:10][CH2:9][CH2:8][CH:7]([C:11](O)=[O:12])[CH2:6]1)=[O:4].S(C)C. Product: [OH:12][CH2:11][CH:7]1[CH2:8][CH2:9][CH2:10][CH:5]([C:3]([O:2][CH3:1])=[O:4])[CH2:6]1. The catalyst class is: 1. (6) Reactant: [CH2:1]([C:8]1[S:9][C:10]([C:35](OCC)=[O:36])=[C:11]([O:13][CH2:14][CH2:15][CH2:16][C:17]2[N:21]([CH2:22][C:23]3[CH:28]=[CH:27][C:26]([Cl:29])=[CH:25][C:24]=3[Cl:30])[N:20]=[C:19]([O:31][CH:32]([CH3:34])[CH3:33])[CH:18]=2)[N:12]=1)[C:2]1[CH:7]=[CH:6][CH:5]=[CH:4][CH:3]=1.[H-].C([Al+]CC(C)C)C(C)C.Cl. Product: [CH2:1]([C:8]1[S:9][C:10]([CH2:35][OH:36])=[C:11]([O:13][CH2:14][CH2:15][CH2:16][C:17]2[N:21]([CH2:22][C:23]3[CH:28]=[CH:27][C:26]([Cl:29])=[CH:25][C:24]=3[Cl:30])[N:20]=[C:19]([O:31][CH:32]([CH3:33])[CH3:34])[CH:18]=2)[N:12]=1)[C:2]1[CH:7]=[CH:6][CH:5]=[CH:4][CH:3]=1. The catalyst class is: 188. (7) Reactant: [CH3:1][C:2]1[CH:7]=[C:6]([CH3:8])[CH:5]=[CH:4][C:3]=1[S:9]([NH:12][C:13]1[C:21]([O:22][C:23]2[CH:28]=[CH:27][C:26]([CH2:29][C:30]([O:32]C)=[O:31])=[CH:25][C:24]=2[O:34][CH3:35])=[CH:20][CH:19]=[C:18]2[C:14]=1[CH:15]=[C:16]([C:36]([F:39])([F:38])[F:37])[NH:17]2)(=[O:11])=[O:10].O[Li].O. Product: [CH3:1][C:2]1[CH:7]=[C:6]([CH3:8])[CH:5]=[CH:4][C:3]=1[S:9]([NH:12][C:13]1[C:21]([O:22][C:23]2[CH:28]=[CH:27][C:26]([CH2:29][C:30]([OH:32])=[O:31])=[CH:25][C:24]=2[O:34][CH3:35])=[CH:20][CH:19]=[C:18]2[C:14]=1[CH:15]=[C:16]([C:36]([F:38])([F:39])[F:37])[NH:17]2)(=[O:11])=[O:10]. The catalyst class is: 87. (8) Reactant: Br[CH2:2][C:3]1[N:8]=[C:7]([CH2:9][N:10]2[C:14]3[N:15]=[C:16]([NH2:24])[N:17]=[C:18]([C:19]4[O:20][CH:21]=[CH:22][CH:23]=4)[C:13]=3[N:12]=[N:11]2)[CH:6]=[CH:5][CH:4]=1.[C-:25]#[N:26].[Na+]. The catalyst class is: 6. Product: [C:25]([CH2:2][C:3]1[N:8]=[C:7]([CH2:9][N:10]2[C:14]3[N:15]=[C:16]([NH2:24])[N:17]=[C:18]([C:19]4[O:20][CH:21]=[CH:22][CH:23]=4)[C:13]=3[N:12]=[N:11]2)[CH:6]=[CH:5][CH:4]=1)#[N:26].